Task: Regression. Given two drug SMILES strings and cell line genomic features, predict the synergy score measuring deviation from expected non-interaction effect.. Dataset: NCI-60 drug combinations with 297,098 pairs across 59 cell lines Drug 1: C1=CN(C=N1)CC(O)(P(=O)(O)O)P(=O)(O)O. Drug 2: CC1=C(C(=O)C2=C(C1=O)N3CC4C(C3(C2COC(=O)N)OC)N4)N. Cell line: UACC62. Synergy scores: CSS=33.9, Synergy_ZIP=-0.686, Synergy_Bliss=-0.220, Synergy_Loewe=-17.5, Synergy_HSA=1.51.